From a dataset of Catalyst prediction with 721,799 reactions and 888 catalyst types from USPTO. Predict which catalyst facilitates the given reaction. Reactant: [S:1]1[C:5]2[CH:6]=[CH:7][CH:8]=[CH:9][C:4]=2[C:3]([N:10]2[CH2:15][CH2:14][N:13]([CH2:16][CH2:17][C:18]3[CH:19]=[C:20]4[C:24](=[CH:25][CH:26]=3)[C:23]([CH3:28])([CH3:27])[CH:22]([NH:29][CH2:30][CH3:31])[CH2:21]4)[CH2:12][CH2:11]2)=[N:2]1.C(O[C:36](=[O:38])[CH3:37])(=O)C.C(N(CC)CC)C. The catalyst class is: 2. Product: [S:1]1[C:5]2[CH:6]=[CH:7][CH:8]=[CH:9][C:4]=2[C:3]([N:10]2[CH2:15][CH2:14][N:13]([CH2:16][CH2:17][C:18]3[CH:19]=[C:20]4[C:24](=[CH:25][CH:26]=3)[C:23]([CH3:28])([CH3:27])[CH:22]([N:29]([CH2:30][CH3:31])[C:36](=[O:38])[CH3:37])[CH2:21]4)[CH2:12][CH2:11]2)=[N:2]1.